This data is from NCI-60 drug combinations with 297,098 pairs across 59 cell lines. The task is: Regression. Given two drug SMILES strings and cell line genomic features, predict the synergy score measuring deviation from expected non-interaction effect. (1) Drug 1: C1=NC2=C(N1)C(=S)N=CN2. Drug 2: COC1=C2C(=CC3=C1OC=C3)C=CC(=O)O2. Cell line: CCRF-CEM. Synergy scores: CSS=47.2, Synergy_ZIP=-1.31, Synergy_Bliss=-1.60, Synergy_Loewe=-31.5, Synergy_HSA=-2.68. (2) Drug 1: C1=NC(=NC(=O)N1C2C(C(C(O2)CO)O)O)N. Drug 2: C1CN(P(=O)(OC1)NCCCl)CCCl. Cell line: HS 578T. Synergy scores: CSS=7.46, Synergy_ZIP=-2.87, Synergy_Bliss=3.39, Synergy_Loewe=-13.5, Synergy_HSA=-1.62. (3) Drug 1: CN(C)N=NC1=C(NC=N1)C(=O)N. Drug 2: C1=CC=C(C(=C1)C(C2=CC=C(C=C2)Cl)C(Cl)Cl)Cl. Cell line: UO-31. Synergy scores: CSS=13.3, Synergy_ZIP=-5.31, Synergy_Bliss=-0.153, Synergy_Loewe=-3.61, Synergy_HSA=0.169. (4) Drug 1: C1CC(C1)(C(=O)O)C(=O)O.[NH2-].[NH2-].[Pt+2]. Drug 2: CN1C2=C(C=C(C=C2)N(CCCl)CCCl)N=C1CCCC(=O)O.Cl. Cell line: HOP-62. Synergy scores: CSS=5.01, Synergy_ZIP=3.14, Synergy_Bliss=3.12, Synergy_Loewe=-0.540, Synergy_HSA=-1.78. (5) Drug 1: CC1C(C(CC(O1)OC2CC(CC3=C2C(=C4C(=C3O)C(=O)C5=C(C4=O)C(=CC=C5)OC)O)(C(=O)C)O)N)O.Cl. Drug 2: C1=NC2=C(N1)C(=S)N=CN2. Cell line: NCI/ADR-RES. Synergy scores: CSS=-4.04, Synergy_ZIP=-11.1, Synergy_Bliss=-24.2, Synergy_Loewe=-29.3, Synergy_HSA=-25.3. (6) Drug 1: CC1OCC2C(O1)C(C(C(O2)OC3C4COC(=O)C4C(C5=CC6=C(C=C35)OCO6)C7=CC(=C(C(=C7)OC)O)OC)O)O. Drug 2: CN1C(=O)N2C=NC(=C2N=N1)C(=O)N. Cell line: SF-268. Synergy scores: CSS=22.4, Synergy_ZIP=-8.90, Synergy_Bliss=-1.26, Synergy_Loewe=-14.0, Synergy_HSA=-2.39. (7) Drug 1: C1CCC(CC1)NC(=O)N(CCCl)N=O. Drug 2: CCC1(C2=C(COC1=O)C(=O)N3CC4=CC5=C(C=CC(=C5CN(C)C)O)N=C4C3=C2)O.Cl. Cell line: NCI-H322M. Synergy scores: CSS=6.92, Synergy_ZIP=-0.907, Synergy_Bliss=4.07, Synergy_Loewe=3.03, Synergy_HSA=2.76. (8) Drug 1: CC1=C2C(C(=O)C3(C(CC4C(C3C(C(C2(C)C)(CC1OC(=O)C(C(C5=CC=CC=C5)NC(=O)C6=CC=CC=C6)O)O)OC(=O)C7=CC=CC=C7)(CO4)OC(=O)C)O)C)OC(=O)C. Drug 2: CCC1=C2CN3C(=CC4=C(C3=O)COC(=O)C4(CC)O)C2=NC5=C1C=C(C=C5)O. Cell line: SF-268. Synergy scores: CSS=39.7, Synergy_ZIP=-9.36, Synergy_Bliss=-3.42, Synergy_Loewe=-30.2, Synergy_HSA=0.333. (9) Drug 1: CC1=C(C(CCC1)(C)C)C=CC(=CC=CC(=CC(=O)O)C)C. Drug 2: CC(C)CN1C=NC2=C1C3=CC=CC=C3N=C2N. Cell line: SF-539. Synergy scores: CSS=12.2, Synergy_ZIP=-3.62, Synergy_Bliss=-8.50, Synergy_Loewe=-12.4, Synergy_HSA=-7.93.